This data is from Full USPTO retrosynthesis dataset with 1.9M reactions from patents (1976-2016). The task is: Predict the reactants needed to synthesize the given product. (1) Given the product [CH3:1][O:2][C:3](=[O:15])[C:4]1[CH:9]=[CH:8][CH:7]=[C:6]([NH:10][C:11](=[O:14])[CH2:12][NH:33][C:27]2[CH:28]=[CH:30][CH:31]=[C:25]([CH:22]([CH3:24])[CH3:23])[CH:26]=2)[CH:5]=1, predict the reactants needed to synthesize it. The reactants are: [CH3:1][O:2][C:3](=[O:15])[C:4]1[CH:9]=[CH:8][CH:7]=[C:6]([NH:10][C:11](=[O:14])[CH2:12]Br)[CH:5]=1.C(=O)([O-])[O-].[K+].[K+].[CH:22]([C:25]1[CH:31]=[CH:30][C:28](N)=[CH:27][CH:26]=1)([CH3:24])[CH3:23].C[N:33](C=O)C. (2) Given the product [Cl:43][C:22]1[CH:23]=[C:24]([N:25]([CH2:40][O:41][CH3:42])[S:26]([C:29]2[CH:34]=[CH:33][C:32]([CH3:35])=[C:31]([C:36]([F:38])([F:37])[F:39])[CH:30]=2)(=[O:28])=[O:27])[C:19]([C:4]([C:6]2[C:14]3[N:13]([CH3:15])[C:12](=[O:16])[NH:11][C:10]=3[CH:9]=[CH:8][CH:7]=2)=[O:5])=[N:20][CH:21]=1, predict the reactants needed to synthesize it. The reactants are: CON(C)[C:4]([C:6]1[C:14]2[N:13]([CH3:15])[C:12](=[O:16])[NH:11][C:10]=2[CH:9]=[CH:8][CH:7]=1)=[O:5].Br[C:19]1[C:24]([N:25]([CH2:40][O:41][CH3:42])[S:26]([C:29]2[CH:34]=[CH:33][C:32]([CH3:35])=[C:31]([C:36]([F:39])([F:38])[F:37])[CH:30]=2)(=[O:28])=[O:27])=[CH:23][C:22]([Cl:43])=[CH:21][N:20]=1. (3) Given the product [CH3:1][C:2]1[N:6]=[C:5]([C:7]2[CH:12]=[CH:11][CH:10]=[CH:9][C:8]=2[C:13]2[CH:14]=[C:15]3[C:20](=[CH:21][CH:22]=2)[C@H:19]([NH2:23])[CH2:18][CH2:17][CH2:16]3)[O:4][N:3]=1, predict the reactants needed to synthesize it. The reactants are: [CH3:1][C:2]1[N:6]=[C:5]([C:7]2[CH:12]=[CH:11][CH:10]=[CH:9][C:8]=2[C:13]2[CH:14]=[C:15]3[C:20](=[CH:21][CH:22]=2)[C@H:19]([NH:23]C(=O)OC(C)(C)C)[CH2:18][CH2:17][CH2:16]3)[O:4][N:3]=1.Cl. (4) Given the product [OH:1][CH2:2][C:3]1([N:12]2[C:16]3=[C:17]4[S:23][CH:22]=[CH:21][C:18]4=[N:19][CH:20]=[C:15]3[N:14]=[CH:13]2)[CH2:8][CH2:7][CH:6]([CH2:9][C:10]#[N:11])[CH2:5][CH2:4]1, predict the reactants needed to synthesize it. The reactants are: [OH:1][CH2:2][C:3]1([N:12]2[C:16]3=[C:17]4[S:23][CH:22]=[CH:21][C:18]4=[N:19][CH:20]=[C:15]3[N:14]=[CH:13]2)[CH2:8][CH2:7][C:6](=[CH:9][C:10]#[N:11])[CH2:5][CH2:4]1.O.C(O)(C(F)(F)F)=O.C(#N)C. (5) Given the product [CH2:1]([O:8][C:9]1[CH:14]=[CH:13][C:12]([N:15]2[C:19]3[CH:20]=[CH:21][CH:22]=[CH:23][C:18]=3[N:17]=[C:16]2[C:24]2[CH:25]=[CH:26][C:27]([C:28]([NH:37][CH:34]([CH3:36])[CH3:35])=[O:30])=[CH:31][CH:32]=2)=[CH:11][CH:10]=1)[C:2]1[CH:3]=[CH:4][CH:5]=[CH:6][CH:7]=1, predict the reactants needed to synthesize it. The reactants are: [CH2:1]([O:8][C:9]1[CH:14]=[CH:13][C:12]([N:15]2[C:19]3[CH:20]=[CH:21][CH:22]=[CH:23][C:18]=3[N:17]=[C:16]2[C:24]2[CH:32]=[CH:31][C:27]([C:28]([OH:30])=O)=[CH:26][CH:25]=2)=[CH:11][CH:10]=1)[C:2]1[CH:7]=[CH:6][CH:5]=[CH:4][CH:3]=1.Cl.[CH:34]([NH2:37])([CH3:36])[CH3:35].C(N(CC)CC)C.CCCP1(OP(CCC)(=O)OP(CCC)(=O)O1)=O. (6) The reactants are: [NH2:1][C:2]1[C:11]2[O:12][CH2:13][O:14][C:10]=2[CH:9]=[C:8]2[C:3]=1[C:4](=[O:20])[C:5]([C:17]([OH:19])=[O:18])=[N:6][N:7]2[CH2:15][CH3:16].[N:21]([O-])=O.[Na+].[ClH:25]. Given the product [Cl-:25].[C:17]([C:5]1[C:4](=[O:20])[C:3]2[C:2]([N+:1]#[N:21])=[C:11]3[O:12][CH2:13][O:14][C:10]3=[CH:9][C:8]=2[N:7]([CH2:15][CH3:16])[N:6]=1)([OH:19])=[O:18], predict the reactants needed to synthesize it.